The task is: Predict the product of the given reaction.. This data is from Forward reaction prediction with 1.9M reactions from USPTO patents (1976-2016). (1) Given the reactants Cl.[CH2:2]([NH2:6])[CH2:3][CH:4]=[CH2:5].C([O-])(=O)C.[Na+].Br[C:13]1[C:14]([NH:16][C:17](=[O:19])[CH:18]=1)=[O:15], predict the reaction product. The product is: [CH2:2]([NH:6][C:13]1[C:14]([NH:16][C:17](=[O:19])[CH:18]=1)=[O:15])[CH2:3][CH:4]=[CH2:5]. (2) Given the reactants [CH:1]([S:4][C:5]1[N:6]([CH3:11])[C:7]([SH:10])=[N:8][N:9]=1)([CH3:3])[CH3:2].[H-].[Na+].Cl[C:15]1[C:16]([C:21]#[N:22])=[N:17][CH:18]=[CH:19][N:20]=1, predict the reaction product. The product is: [CH:1]([S:4][C:5]1[N:6]([CH3:11])[C:7]([S:10][C:15]2[C:16]([C:21]#[N:22])=[N:17][CH:18]=[CH:19][N:20]=2)=[N:8][N:9]=1)([CH3:3])[CH3:2]. (3) Given the reactants O=C[C@@H]([C@H]([C@@H]([C@@H](CO)O)O)O)O.C1C=[N+]([C@@H]2O[C@H](COP(OP(OC[C@H]3O[C@@H](N4C5N=CN=C(N)C=5N=C4)[C@H](OP(O)(O)=O)[C@@H]3O)(O)=O)(O)=O)[C@@H](O)[C@H]2O)C=C(C(N)=O)C=1.[CH2:61]([N:68]1[CH2:72][CH2:71][C:70](=[O:73])[CH2:69]1)[C:62]1[CH:67]=[CH:66][CH:65]=[CH:64][CH:63]=1.Cl.[OH-].[Na+], predict the reaction product. The product is: [CH2:61]([N:68]1[CH2:72][CH2:71][CH:70]([OH:73])[CH2:69]1)[C:62]1[CH:63]=[CH:64][CH:65]=[CH:66][CH:67]=1. (4) Given the reactants Br[C:2]1[CH:9]=[CH:8][C:5]([C:6]#[N:7])=[CH:4][CH:3]=1.[C:10]([C:12]1[CH:17]=[CH:16][CH:15]=[C:14]([F:18])[CH:13]=1)#[CH:11].C1C=CC(P(C2C=CC=CC=2)C2C=CC=CC=2)=CC=1.CCN(CC)CC, predict the reaction product. The product is: [F:18][C:14]1[CH:13]=[C:12]([C:10]#[C:11][C:2]2[CH:9]=[CH:8][C:5]([C:6]#[N:7])=[CH:4][CH:3]=2)[CH:17]=[CH:16][CH:15]=1. (5) Given the reactants Cl.[N:2]1([CH2:8][CH2:9][CH2:10][C:11]([OH:13])=O)[CH2:7][CH2:6][CH2:5][CH2:4][CH2:3]1.C(N(C(C)C)C(C)C)C.C(Cl)(=O)C(Cl)=O.C(OC([N:36]1[C:40]([NH2:41])=[CH:39][C:38]([C:42]2[CH:43]=[N:44][C:45]([O:48][CH3:49])=[CH:46][CH:47]=2)=[N:37]1)=O)(C)(C)C.Cl, predict the reaction product. The product is: [CH3:49][O:48][C:45]1[N:44]=[CH:43][C:42]([C:38]2[CH:39]=[C:40]([NH:41][C:11](=[O:13])[CH2:10][CH2:9][CH2:8][N:2]3[CH2:3][CH2:4][CH2:5][CH2:6][CH2:7]3)[NH:36][N:37]=2)=[CH:47][CH:46]=1. (6) Given the reactants C[Si](C)(C)[C:3]([F:6])([F:5])[F:4].[CH3:9][C:10](=[O:16])[CH2:11][CH2:12][CH2:13][CH2:14][CH3:15].Cl, predict the reaction product. The product is: [F:4][C:3]([F:6])([F:5])[C:10]([CH3:9])([OH:16])[CH2:11][CH2:12][CH2:13][CH2:14][CH3:15]. (7) Given the reactants [C:1]1([NH:7][CH2:8][SiH2:9][CH:10]([O:13][CH3:14])[O:11][CH3:12])[CH:6]=[CH:5][CH:4]=[CH:3][CH:2]=1.Cl[CH2:16][CH2:17][CH2:18][Si:19]([O:24][CH3:25])([O:22][CH3:23])[O:20][CH3:21].C(N)CN, predict the reaction product. The product is: [C:1]1([N:7]([CH2:16][CH2:17][CH2:18][Si:19]([O:24][CH3:25])([O:22][CH3:23])[O:20][CH3:21])[CH2:8][SiH2:9][CH:10]([O:13][CH3:14])[O:11][CH3:12])[CH:2]=[CH:3][CH:4]=[CH:5][CH:6]=1. (8) The product is: [Cl:22][C:23]1[C:28]([Cl:29])=[CH:27][CH:26]=[CH:25][C:24]=1[C:2]1[N:7]=[C:6]([NH2:8])[N:5]=[C:4]([NH:9][CH2:10][CH2:11][C:12]2[CH:17]=[CH:16][C:15]([S:18]([CH3:21])(=[O:20])=[O:19])=[CH:14][CH:13]=2)[CH:3]=1. Given the reactants Cl[C:2]1[N:7]=[C:6]([NH2:8])[N:5]=[C:4]([NH:9][CH2:10][CH2:11][C:12]2[CH:17]=[CH:16][C:15]([S:18]([CH3:21])(=[O:20])=[O:19])=[CH:14][CH:13]=2)[CH:3]=1.[Cl:22][C:23]1[C:28]([Cl:29])=[CH:27][CH:26]=[CH:25][C:24]=1B(O)O, predict the reaction product. (9) Given the reactants [CH3:1][C:2]1[CH:7]=[CH:6][CH:5]=[C:4]([CH3:8])[C:3]=1[C:9]1[CH:14]=[CH:13][CH:12]=[C:11]([CH2:15][O:16][C:17]2[N:22]=[CH:21][C:20]([CH:23]([OH:46])[CH2:24][CH2:25][O:26][C:27]([C:40]3[CH:45]=[CH:44][CH:43]=[CH:42][CH:41]=3)([C:34]3[CH:39]=[CH:38][CH:37]=[CH:36][CH:35]=3)[C:28]3[CH:33]=[CH:32][CH:31]=[CH:30][CH:29]=3)=[CH:19][CH:18]=2)[CH:10]=1.[H-].[Na+].[CH3:49][O:50][CH2:51]Cl.[Cl-].[NH4+], predict the reaction product. The product is: [CH3:1][C:2]1[CH:7]=[CH:6][CH:5]=[C:4]([CH3:8])[C:3]=1[C:9]1[CH:14]=[CH:13][CH:12]=[C:11]([CH2:15][O:16][C:17]2[CH:18]=[CH:19][C:20]([CH:23]([O:46][CH2:49][O:50][CH3:51])[CH2:24][CH2:25][O:26][C:27]([C:34]3[CH:35]=[CH:36][CH:37]=[CH:38][CH:39]=3)([C:40]3[CH:41]=[CH:42][CH:43]=[CH:44][CH:45]=3)[C:28]3[CH:29]=[CH:30][CH:31]=[CH:32][CH:33]=3)=[CH:21][N:22]=2)[CH:10]=1.